Dataset: Forward reaction prediction with 1.9M reactions from USPTO patents (1976-2016). Task: Predict the product of the given reaction. (1) Given the reactants C1(P(C2C=CC=CC=2)CCCCP(C2C=CC=CC=2)C2C=CC=CC=2)C=CC=CC=1.C([N:34]1[C@H:39]([CH3:40])[CH2:38][N:37]([C@H:41]([C:48]2[CH:60]=[CH:59][C:51]([C:52]([N:54]([CH2:57][CH3:58])[CH2:55][CH3:56])=[O:53])=[CH:50][CH:49]=2)[C:42]2[CH:47]=[CH:46][CH:45]=[CH:44][CH:43]=2)[C@@H:36]([CH3:61])[CH2:35]1)C=C.C(O)(=O)C1C(=CC=CC=1)S, predict the reaction product. The product is: [CH3:61][C@H:36]1[CH2:35][NH:34][C@H:39]([CH3:40])[CH2:38][N:37]1[C@H:41]([C:48]1[CH:49]=[CH:50][C:51]([C:52]([N:54]([CH2:57][CH3:58])[CH2:55][CH3:56])=[O:53])=[CH:59][CH:60]=1)[C:42]1[CH:43]=[CH:44][CH:45]=[CH:46][CH:47]=1. (2) Given the reactants C[O:2][C:3](=[O:34])[CH2:4][C:5]1[CH:10]=[CH:9][C:8]([C:11]#[C:12][C:13]2[CH:14]=[C:15]3[C:20](=[C:21]([C:23]#[C:24][Si](C)(C)C)[CH:22]=2)[O:19][C:18]([CH3:30])([CH3:29])[CH2:17][C:16]3([CH3:32])[CH3:31])=[CH:7][C:6]=1[F:33].CO.O1CCCC1.O.[OH-].[Li+], predict the reaction product. The product is: [C:23]([C:21]1[CH:22]=[C:13]([C:12]#[C:11][C:8]2[CH:9]=[CH:10][C:5]([CH2:4][C:3]([OH:34])=[O:2])=[C:6]([F:33])[CH:7]=2)[CH:14]=[C:15]2[C:20]=1[O:19][C:18]([CH3:29])([CH3:30])[CH2:17][C:16]2([CH3:32])[CH3:31])#[CH:24].